Dataset: Reaction yield outcomes from USPTO patents with 853,638 reactions. Task: Predict the reaction yield, written as a fraction of the theoretical maximum amount of product (1.0 means a 100% yield; for example, 0.34 means a 34% yield). (1) The reactants are Cl.[C:2]([O:6][C:7](=[O:11])[C@H:8]([CH3:10])[NH2:9])([CH3:5])([CH3:4])[CH3:3].C(N(C(C)C)CC)(C)C.[C:21]1(=O)[O:26][C:24](=[O:25])[C:23]2=[CH:27][CH:28]=[CH:29][CH:30]=[C:22]12. The catalyst is C1(C)C=CC=CC=1.CCOCC. The product is [C:2]([O:6][C:7](=[O:11])[C@@H:8]([N:9]1[C:24](=[O:25])[C:23]2[C:22](=[CH:30][CH:29]=[CH:28][CH:27]=2)[C:21]1=[O:26])[CH3:10])([CH3:5])([CH3:4])[CH3:3]. The yield is 0.900. (2) The reactants are Br[C:2]1[CH:3]=[C:4]([C:26]([F:29])([F:28])[F:27])[C:5]2[N:6]([C:8]([Cl:25])=[C:9]([C:11]([N:13]3[CH2:17][CH2:16][CH:15]([C:18]4[CH:23]=[CH:22][CH:21]=[C:20]([F:24])[CH:19]=4)[CH2:14]3)=[O:12])[N:10]=2)[CH:7]=1.[CH2:30]([O:32][C:33]([Sn](C)(C)C)=[CH2:34])[CH3:31].CCN(CC)CC. The catalyst is CN(C=O)C.CC([O-])=O.CC([O-])=O.[Pd+2]. The product is [Cl:25][C:8]1[N:6]2[CH:7]=[C:2]([C:30]([O:32][CH2:33][CH3:34])=[CH2:31])[CH:3]=[C:4]([C:26]([F:29])([F:28])[F:27])[C:5]2=[N:10][C:9]=1[C:11]([N:13]1[CH2:17][CH2:16][CH:15]([C:18]2[CH:23]=[CH:22][CH:21]=[C:20]([F:24])[CH:19]=2)[CH2:14]1)=[O:12]. The yield is 0.550. (3) The reactants are [OH:1][C:2]1[C:14]2[N:6]([N:7]=[C:8]3[C:13]=2[CH:12]=[CH:11][CH:10]=[CH:9]3)[CH:5]=[C:4]([CH3:15])[C:3]=1[C:16]([O:18][C:19]([CH3:22])([CH3:21])[CH3:20])=[O:17].CCN(CC)CC.[O:30](S(C(F)(F)F)(=O)=O)[S:31]([C:34]([F:37])([F:36])[F:35])(=O)=[O:32]. The catalyst is C(Cl)Cl.CCOCC. The product is [CH3:15][C:4]1[C:3]([C:16]([O:18][C:19]([CH3:22])([CH3:21])[CH3:20])=[O:17])=[C:2]([O:1][S:31]([C:34]([F:37])([F:36])[F:35])(=[O:32])=[O:30])[C:14]2[N:6]([CH:5]=1)[N:7]=[C:8]1[C:13]=2[CH:12]=[CH:11][CH:10]=[CH:9]1. The yield is 0.0191. (4) The reactants are [Cl:1][C:2]1[C:3]([CH:23]=O)=[C:4]([CH3:22])[N:5]([S:13]([C:16]2[CH:21]=[CH:20][CH:19]=[CH:18][CH:17]=2)(=[O:15])=[O:14])[C:6]=1[C:7]1[CH:12]=[CH:11][CH:10]=[CH:9][CH:8]=1.CO.[CH3:27][NH2:28].[BH4-].[Na+]. No catalyst specified. The product is [ClH:1].[Cl:1][C:2]1[C:3]([CH2:23][NH:28][CH3:27])=[C:4]([CH3:22])[N:5]([S:13]([C:16]2[CH:21]=[CH:20][CH:19]=[CH:18][CH:17]=2)(=[O:15])=[O:14])[C:6]=1[C:7]1[CH:12]=[CH:11][CH:10]=[CH:9][CH:8]=1. The yield is 0.420. (5) The reactants are Cl[CH2:2][C:3]1[CH:4]=[C:5]([F:12])[C:6]2[O:10][CH2:9][O:8][C:7]=2[CH:11]=1.[C-:13]#[N:14].[Na+].O. The catalyst is CS(C)=O. The product is [F:12][C:5]1[C:6]2[O:10][CH2:9][O:8][C:7]=2[CH:11]=[C:3]([CH2:2][C:13]#[N:14])[CH:4]=1. The yield is 0.700.